From a dataset of Full USPTO retrosynthesis dataset with 1.9M reactions from patents (1976-2016). Predict the reactants needed to synthesize the given product. (1) Given the product [ClH:26].[ClH:26].[CH3:23][N:22]([CH3:24])[C:21](=[O:25])[C:17]1[CH:18]=[CH:19][CH:20]=[C:15]([CH2:14][N:11]2[CH2:12][CH2:13][NH:8][CH2:9][CH2:10]2)[CH:16]=1, predict the reactants needed to synthesize it. The reactants are: C(OC([N:8]1[CH2:13][CH2:12][N:11]([CH2:14][C:15]2[CH:20]=[CH:19][CH:18]=[C:17]([C:21](=[O:25])[N:22]([CH3:24])[CH3:23])[CH:16]=2)[CH2:10][CH2:9]1)=O)(C)(C)C.[ClH:26]. (2) The reactants are: C(OC(N1CCC(=C/C=C/C2C=CC=CC=2)CC1)=O)(C)(C)C.[Cl:23][C:24]1[CH:29]=[CH:28][CH:27]=[C:26](/[CH:30]=[CH:31]/[CH2:32]P(OCC)(OCC)=O)[N:25]=1.C(P(=O)(OCC)OCC)C=CC1C=CC=CC=1.[CH3:58][C:59]1[N:64]=[C:63]([N:65]2[CH2:70][CH2:69][C:68](=O)[CH2:67][CH2:66]2)[C:62]([N+:72]([O-:74])=[O:73])=[CH:61][CH:60]=1. Given the product [Cl:23][C:24]1[N:25]=[C:26](/[CH:30]=[CH:31]/[CH:32]=[C:68]2[CH2:69][CH2:70][N:65]([C:63]3[C:62]([N+:72]([O-:74])=[O:73])=[CH:61][CH:60]=[C:59]([CH3:58])[N:64]=3)[CH2:66][CH2:67]2)[CH:27]=[CH:28][CH:29]=1, predict the reactants needed to synthesize it. (3) Given the product [CH2:1]([C:8]1([N:15]([CH3:17])[CH3:16])[CH2:13][CH2:12][CH:11]([NH:20][CH3:19])[CH2:10][CH2:9]1)[C:2]1[CH:7]=[CH:6][CH:5]=[CH:4][CH:3]=1, predict the reactants needed to synthesize it. The reactants are: [CH2:1]([C:8]1([N:15]([CH3:17])[CH3:16])[CH2:13][CH2:12][C:11](=O)[CH2:10][CH2:9]1)[C:2]1[CH:7]=[CH:6][CH:5]=[CH:4][CH:3]=1.Cl.[CH3:19][NH2:20].C(O[BH-](OC(=O)C)OC(=O)C)(=O)C.[Na+].[OH-].[Na+]. (4) Given the product [CH3:1][N:2]1[CH2:3][CH2:4][C:5]2([NH:6][CH:7]([C:10]3[N:15]=[C:14]([CH3:16])[CH:13]=[C:12]([C:17]4[CH:18]=[CH:19][C:20]([C:23]([F:26])([F:25])[F:24])=[CH:21][CH:22]=4)[N:11]=3)[CH2:8][CH2:9]2)[C:27]1=[O:28], predict the reactants needed to synthesize it. The reactants are: [CH3:1][N:2]1[C:27](=[O:28])[C@:5]2([CH2:9][CH2:8][C:7]([C:10]3[N:15]=[C:14]([CH3:16])[CH:13]=[C:12]([C:17]4[CH:22]=[CH:21][C:20]([C:23]([F:26])([F:25])[F:24])=[CH:19][CH:18]=4)[N:11]=3)=[N:6]2)[CH2:4][CH2:3]1.C(N)(C)(C)C.B.Cl.CC(C)=O.C(=O)=O. (5) The reactants are: [C:1]([OH:10])(=[O:9])[CH2:2][CH2:3][CH2:4][CH2:5][C:6]([OH:8])=[O:7].C(O)C.[CH3:14][N:15]([CH2:35][C@@H:36]1[C:39]2[CH:40]=[C:41]([O:46][CH3:47])[C:42]([O:44][CH3:45])=[CH:43][C:38]=2[CH2:37]1)[CH2:16][CH2:17][CH2:18][N:19]1[C:29](=[O:30])[CH2:28][C:27]2[C:22](=[CH:23][C:24]([O:33][CH3:34])=[C:25]([O:31][CH3:32])[CH:26]=2)[CH2:21][CH2:20]1. Given the product [CH3:14][N:15]([CH2:35][C@@H:36]1[C:39]2[CH:40]=[C:41]([O:46][CH3:47])[C:42]([O:44][CH3:45])=[CH:43][C:38]=2[CH2:37]1)[CH2:16][CH2:17][CH2:18][N:19]1[C:29](=[O:30])[CH2:28][C:27]2[C:22](=[CH:23][C:24]([O:33][CH3:34])=[C:25]([O:31][CH3:32])[CH:26]=2)[CH2:21][CH2:20]1.[C:1]([O-:10])(=[O:9])[CH2:2][CH2:3][CH2:4][CH2:5][C:6]([O-:8])=[O:7], predict the reactants needed to synthesize it. (6) Given the product [F:1][C:2]1[CH:7]=[C:6]([CH:8]2[CH2:12][CH2:11][CH2:10][N:9]2[CH:33]([CH3:35])[CH3:32])[CH:5]=[CH:4][C:3]=1[C:13]1[NH:17][C:16]2[CH:18]=[CH:19][CH:20]=[C:21]([C:22]([NH2:24])=[O:23])[C:15]=2[N:14]=1, predict the reactants needed to synthesize it. The reactants are: [F:1][C:2]1[CH:7]=[C:6]([CH:8]2[CH2:12][CH2:11][CH2:10][NH:9]2)[CH:5]=[CH:4][C:3]=1[C:13]1[NH:17][C:16]2[CH:18]=[CH:19][CH:20]=[C:21]([C:22]([NH2:24])=[O:23])[C:15]=2[N:14]=1.C(N(CC)CC)C.[CH3:32][C:33]([CH3:35])=O.C([BH3-])#N.[Na+].